Dataset: Forward reaction prediction with 1.9M reactions from USPTO patents (1976-2016). Task: Predict the product of the given reaction. (1) Given the reactants [Br:1][C:2]1[CH:10]=[CH:9][C:5]([C:6](O)=[O:7])=[CH:4][C:3]=1[F:11].S(Cl)(Cl)=O.[Cl-].[NH4+].C([NH:21]C(C)C)(C)C, predict the reaction product. The product is: [Br:1][C:2]1[CH:10]=[CH:9][C:5]([C:6]([NH2:21])=[O:7])=[CH:4][C:3]=1[F:11]. (2) The product is: [N:1]1([CH2:6][C@H:7]2[NH:8][C:9](=[O:22])[C@H:10]2[NH2:11])[CH:5]=[N:4][CH:3]=[N:2]1. Given the reactants [N:1]1([CH2:6][C@@H:7]2[C@H:10]([NH:11]C(=O)OCC3C=CC=CC=3)[C:9](=[O:22])[NH:8]2)[CH:5]=[N:4][CH:3]=[N:2]1.C(O)=O, predict the reaction product.